From a dataset of NCI-60 drug combinations with 297,098 pairs across 59 cell lines. Regression. Given two drug SMILES strings and cell line genomic features, predict the synergy score measuring deviation from expected non-interaction effect. (1) Drug 1: CNC(=O)C1=NC=CC(=C1)OC2=CC=C(C=C2)NC(=O)NC3=CC(=C(C=C3)Cl)C(F)(F)F. Drug 2: B(C(CC(C)C)NC(=O)C(CC1=CC=CC=C1)NC(=O)C2=NC=CN=C2)(O)O. Cell line: COLO 205. Synergy scores: CSS=43.7, Synergy_ZIP=-6.89, Synergy_Bliss=-7.03, Synergy_Loewe=-4.50, Synergy_HSA=-4.45. (2) Drug 2: C1=NC2=C(N1)C(=S)N=CN2. Synergy scores: CSS=37.9, Synergy_ZIP=1.37, Synergy_Bliss=-4.52, Synergy_Loewe=-30.7, Synergy_HSA=-3.26. Cell line: HCT116. Drug 1: CC1=C(C(CCC1)(C)C)C=CC(=CC=CC(=CC(=O)O)C)C. (3) Drug 1: CC1CCC2CC(C(=CC=CC=CC(CC(C(=O)C(C(C(=CC(C(=O)CC(OC(=O)C3CCCCN3C(=O)C(=O)C1(O2)O)C(C)CC4CCC(C(C4)OC)OCCO)C)C)O)OC)C)C)C)OC. Drug 2: CCN(CC)CCCC(C)NC1=C2C=C(C=CC2=NC3=C1C=CC(=C3)Cl)OC. Cell line: EKVX. Synergy scores: CSS=20.4, Synergy_ZIP=-5.92, Synergy_Bliss=-3.71, Synergy_Loewe=-1.73, Synergy_HSA=-2.23. (4) Drug 1: CCCCC(=O)OCC(=O)C1(CC(C2=C(C1)C(=C3C(=C2O)C(=O)C4=C(C3=O)C=CC=C4OC)O)OC5CC(C(C(O5)C)O)NC(=O)C(F)(F)F)O. Drug 2: CS(=O)(=O)OCCCCOS(=O)(=O)C. Cell line: CAKI-1. Synergy scores: CSS=30.3, Synergy_ZIP=3.80, Synergy_Bliss=11.6, Synergy_Loewe=-22.2, Synergy_HSA=0.769. (5) Drug 1: C1=C(C(=O)NC(=O)N1)F. Drug 2: CS(=O)(=O)OCCCCOS(=O)(=O)C. Synergy scores: CSS=29.9, Synergy_ZIP=-0.121, Synergy_Bliss=0.249, Synergy_Loewe=-3.84, Synergy_HSA=2.98. Cell line: MCF7. (6) Drug 1: C1=CC(=CC=C1CCCC(=O)O)N(CCCl)CCCl. Drug 2: CN(CC1=CN=C2C(=N1)C(=NC(=N2)N)N)C3=CC=C(C=C3)C(=O)NC(CCC(=O)O)C(=O)O. Cell line: CCRF-CEM. Synergy scores: CSS=64.9, Synergy_ZIP=-1.46, Synergy_Bliss=-2.13, Synergy_Loewe=-6.41, Synergy_HSA=-0.827. (7) Drug 1: CN1CCC(CC1)COC2=C(C=C3C(=C2)N=CN=C3NC4=C(C=C(C=C4)Br)F)OC. Drug 2: C1=NC2=C(N1)C(=S)N=C(N2)N. Cell line: RXF 393. Synergy scores: CSS=19.1, Synergy_ZIP=-7.12, Synergy_Bliss=0.226, Synergy_Loewe=-0.882, Synergy_HSA=1.20.